From a dataset of Catalyst prediction with 721,799 reactions and 888 catalyst types from USPTO. Predict which catalyst facilitates the given reaction. (1) Reactant: [N:1]([CH:4]1[CH2:8][O:7][CH:6]2[CH:9]([O:12][CH2:13][CH2:14][O:15]CC3C=CC=CC=3)[CH2:10][O:11][CH:5]12)=[N+]=[N-]. Product: [NH2:1][CH:4]1[CH:5]2[O:11][CH2:10][CH:9]([O:12][CH2:13][CH2:14][OH:15])[CH:6]2[O:7][CH2:8]1. The catalyst class is: 19. (2) The catalyst class is: 5. Reactant: [CH:1](=O)[C:2]1[CH:7]=[CH:6][CH:5]=[CH:4][CH:3]=1.[CH3:9][C:10]([CH3:12])=[O:11].[OH-].[K+]. Product: [C:2]1(/[CH:1]=[CH:9]/[C:10](=[O:11])/[CH:12]=[CH:1]/[C:2]2[CH:7]=[CH:6][CH:5]=[CH:4][CH:3]=2)[CH:7]=[CH:6][CH:5]=[CH:4][CH:3]=1. (3) Reactant: [NH2:1][C:2]1[CH:7]=[CH:6][C:5]([C:8]2[S:9][C:10]3[CH:16]=[C:15]([CH3:17])[CH:14]=[CH:13][C:11]=3[N:12]=2)=[CH:4][CH:3]=1.[C:18]([S-:20])#[N:19].[K+].O. Product: [NH2:19][C:18]1[S:20][C:3]2[CH:4]=[C:5]([C:8]3[S:9][C:10]4[CH:16]=[C:15]([CH3:17])[CH:14]=[CH:13][C:11]=4[N:12]=3)[CH:6]=[CH:7][C:2]=2[N:1]=1. The catalyst class is: 3. (4) Reactant: C[O:2][C:3]([C:5]1[CH:13]=[C:12]2[C:8]([C:9]3[C:17]([N:18]4[CH2:23][CH2:22][O:21][CH:20]([CH2:24][NH:25][C:26]([O:28][C:29]([CH3:32])([CH3:31])[CH3:30])=[O:27])[CH2:19]4)=[N:16][CH:15]=[N:14][C:10]=3[NH:11]2)=[CH:7][CH:6]=1)=[O:4].[OH-].[Na+].C(Cl)Cl. Product: [C:29]([O:28][C:26]([NH:25][CH2:24][CH:20]1[O:21][CH2:22][CH2:23][N:18]([C:17]2[C:9]3[C:8]4[C:12](=[CH:13][C:5]([C:3]([OH:4])=[O:2])=[CH:6][CH:7]=4)[NH:11][C:10]=3[N:14]=[CH:15][N:16]=2)[CH2:19]1)=[O:27])([CH3:32])([CH3:30])[CH3:31]. The catalyst class is: 5. (5) Reactant: [C:1]([O:4][C:5]1[CH:11]=[CH:10][CH:9]=[C:7]([OH:8])[CH:6]=1)(=[O:3])[CH3:2].[H-].[Na+].[CH2:14](Br)[C:15]1[CH:20]=[CH:19][CH:18]=[CH:17][CH:16]=1. Product: [C:1]([O:4][C:5]1[CH:11]=[CH:10][CH:9]=[C:7]([O:8][CH2:14][C:15]2[CH:20]=[CH:19][CH:18]=[CH:17][CH:16]=2)[CH:6]=1)(=[O:3])[CH3:2]. The catalyst class is: 3. (6) Reactant: [Cl:1][C:2]1[CH:3]=[C:4]([C:8]2[N:13]=[C:12]([C:14]([OH:16])=O)[CH:11]=[CH:10][CH:9]=2)[CH:5]=[CH:6][CH:7]=1.[CH3:17][O:18][C:19](=[O:24])[C:20]([CH3:23])([CH3:22])[NH2:21].CN(C(ON1N=NC2C=CC=CC1=2)=[N+](C)C)C.F[P-](F)(F)(F)(F)F. Product: [Cl:1][C:2]1[CH:3]=[C:4]([C:8]2[N:13]=[C:12]([C:14]([NH:21][C:20]([CH3:23])([CH3:22])[C:19]([O:18][CH3:17])=[O:24])=[O:16])[CH:11]=[CH:10][CH:9]=2)[CH:5]=[CH:6][CH:7]=1. The catalyst class is: 3. (7) Reactant: Cl.[F:2][CH2:3][C:4]([C:8]1[CH:9]=[C:10]([NH:20][C:21]([NH:23][C:24]2[C:25]([CH3:36])=[N:26][C:27]([N:30]3[CH2:35][CH2:34][NH:33][CH2:32][CH2:31]3)=[CH:28][CH:29]=2)=[O:22])[N:11]([C:13]2[CH:18]=[CH:17][C:16]([CH3:19])=[CH:15][CH:14]=2)[N:12]=1)([CH2:6][F:7])[CH3:5].[F:37][C:38]1[CH:46]=[CH:45][CH:44]=[C:43]([F:47])[C:39]=1[C:40](Cl)=[O:41].C(N(CC)CC)C. Product: [F:37][C:38]1[CH:46]=[CH:45][CH:44]=[C:43]([F:47])[C:39]=1[C:40]([N:33]1[CH2:32][CH2:31][N:30]([C:27]2[N:26]=[C:25]([CH3:36])[C:24]([NH:23][C:21]([NH:20][C:10]3[N:11]([C:13]4[CH:14]=[CH:15][C:16]([CH3:19])=[CH:17][CH:18]=4)[N:12]=[C:8]([C:4]([CH2:6][F:7])([CH3:5])[CH2:3][F:2])[CH:9]=3)=[O:22])=[CH:29][CH:28]=2)[CH2:35][CH2:34]1)=[O:41]. The catalyst class is: 2.